This data is from Forward reaction prediction with 1.9M reactions from USPTO patents (1976-2016). The task is: Predict the product of the given reaction. (1) Given the reactants Cl[C:2]1[C:11]2=[N:12][N:13](CC3C=CC(OC)=CC=3)[CH:14]=[C:10]2[C:9]2[CH:8]=[C:7]([O:24][CH3:25])[CH:6]=[CH:5][C:4]=2[N:3]=1.C(OC([N:33]1[C:38]2[CH:39]=[C:40]([NH2:43])[CH:41]=[CH:42][C:37]=2[O:36][CH2:35][CH2:34]1)=O)(C)(C)C.Cl, predict the reaction product. The product is: [O:36]1[C:37]2[CH:42]=[CH:41][C:40]([NH:43][C:2]3[C:11]4[NH:12][N:13]=[CH:14][C:10]=4[C:9]4[CH:8]=[C:7]([O:24][CH3:25])[CH:6]=[CH:5][C:4]=4[N:3]=3)=[CH:39][C:38]=2[NH:33][CH2:34][CH2:35]1. (2) The product is: [O:4]1[CH2:5][CH2:6][N:1]([CH:9]([CH3:10])[CH2:8][C:7]([O:12][C:13]([CH3:16])([CH3:15])[CH3:14])=[O:11])[CH2:2][CH2:3]1. Given the reactants [NH:1]1[CH2:6][CH2:5][O:4][CH2:3][CH2:2]1.[C:7]([O:12][C:13]([CH3:16])([CH3:15])[CH3:14])(=[O:11])/[CH:8]=[CH:9]/[CH3:10], predict the reaction product. (3) Given the reactants [CH3:1][C:2]1[S:3][CH:4]=[C:5]([C:7]2[S:11][C:10]([S:12](Cl)(=[O:14])=[O:13])=[CH:9][CH:8]=2)[N:6]=1.[NH:16]1[C:20]([C:21]2[CH:22]=[C:23]([NH2:27])[CH:24]=[CH:25][CH:26]=2)=[N:19][N:18]=[N:17]1, predict the reaction product. The product is: [CH3:1][C:2]1[S:3][CH:4]=[C:5]([C:7]2[S:11][C:10]([S:12]([NH:27][C:23]3[CH:24]=[CH:25][CH:26]=[C:21]([C:20]4[NH:19][N:18]=[N:17][N:16]=4)[CH:22]=3)(=[O:14])=[O:13])=[CH:9][CH:8]=2)[N:6]=1. (4) Given the reactants [Br:1][C:2]1[CH:7]=[CH:6][C:5](F)=[C:4]([N+:9]([O-])=O)[CH:3]=1.[NH:12]1[CH:16]=[CH:15][N:14]=[C:13]1[CH2:17][CH2:18][C:19]([O:21][CH2:22][CH3:23])=[O:20].[C:24](=O)([O-])[O-:25].[K+].[K+].C(=O)([O-])O.[Na+], predict the reaction product. The product is: [Br:1][C:2]1[CH:3]=[C:4]2[C:5](=[CH:6][CH:7]=1)[N:12]1[C:13]([CH2:17][CH2:18][C:19]([O:21][CH2:22][CH3:23])=[O:20])=[N:14][CH:15]=[C:16]1[C:24](=[O:25])[NH:9]2. (5) Given the reactants [Cl:1][C:2]1[CH:3]=[CH:4][C:5]([NH:17][CH2:18][CH:19]2[CH2:24][CH2:23][NH:22][CH2:21][CH2:20]2)=[C:6]([CH:16]=1)[C:7]([NH:9][C:10]1[CH:15]=[CH:14][CH:13]=[CH:12][N:11]=1)=[O:8].CO.[C:27](O)(=O)[CH3:28].[C:31]([BH3-])#N.[Na+], predict the reaction product. The product is: [Cl:1][C:2]1[CH:3]=[CH:4][C:5]([NH:17][CH2:18][CH:19]2[CH2:20][CH2:21][N:22]([CH:27]([CH3:28])[CH3:31])[CH2:23][CH2:24]2)=[C:6]([CH:16]=1)[C:7]([NH:9][C:10]1[CH:15]=[CH:14][CH:13]=[CH:12][N:11]=1)=[O:8]. (6) Given the reactants [CH3:1][N:2]([CH2:12][C:13]1[CH:14]=[C:15]([C:19]2[S:23][C:22]([CH:24]=[CH:25][C:26]([OH:28])=[O:27])=[CH:21][CH:20]=2)[CH:16]=[CH:17][CH:18]=1)[C:3](=[O:11])[CH2:4][CH2:5][CH2:6][CH2:7][CH2:8][CH2:9][CH3:10], predict the reaction product. The product is: [CH3:1][N:2]([CH2:12][C:13]1[CH:14]=[C:15]([C:19]2[S:23][C:22]([CH2:24][CH2:25][C:26]([OH:28])=[O:27])=[CH:21][CH:20]=2)[CH:16]=[CH:17][CH:18]=1)[C:3](=[O:11])[CH2:4][CH2:5][CH2:6][CH2:7][CH2:8][CH2:9][CH3:10]. (7) Given the reactants C([Li])CCC.[CH3:6][C:7]1([C:15]2[CH:19]=[CH:18][S:17][CH:16]=2)[O:12][CH2:11][C:10]([CH3:14])([CH3:13])[CH2:9][O:8]1.[S:20](=[O:22])=[O:21].C([O-])(=O)C.[Na+].[NH2:28]OS(O)(=O)=O, predict the reaction product. The product is: [CH3:6][C:7]1([C:15]2[CH:19]=[CH:18][S:17][C:16]=2[S:20]([NH2:28])(=[O:22])=[O:21])[O:8][CH2:9][C:10]([CH3:13])([CH3:14])[CH2:11][O:12]1.